This data is from NCI-60 drug combinations with 297,098 pairs across 59 cell lines. The task is: Regression. Given two drug SMILES strings and cell line genomic features, predict the synergy score measuring deviation from expected non-interaction effect. (1) Drug 1: CC1=CC=C(C=C1)C2=CC(=NN2C3=CC=C(C=C3)S(=O)(=O)N)C(F)(F)F. Drug 2: CC1CCC2CC(C(=CC=CC=CC(CC(C(=O)C(C(C(=CC(C(=O)CC(OC(=O)C3CCCCN3C(=O)C(=O)C1(O2)O)C(C)CC4CCC(C(C4)OC)O)C)C)O)OC)C)C)C)OC. Cell line: LOX IMVI. Synergy scores: CSS=9.06, Synergy_ZIP=8.30, Synergy_Bliss=8.85, Synergy_Loewe=5.19, Synergy_HSA=2.69. (2) Cell line: NCI-H522. Drug 1: CC1=C2C(C(=O)C3(C(CC4C(C3C(C(C2(C)C)(CC1OC(=O)C(C(C5=CC=CC=C5)NC(=O)OC(C)(C)C)O)O)OC(=O)C6=CC=CC=C6)(CO4)OC(=O)C)O)C)O. Drug 2: CS(=O)(=O)OCCCCOS(=O)(=O)C. Synergy scores: CSS=11.0, Synergy_ZIP=-5.61, Synergy_Bliss=-3.31, Synergy_Loewe=-5.25, Synergy_HSA=-3.34. (3) Drug 1: C1=NC2=C(N=C(N=C2N1C3C(C(C(O3)CO)O)O)F)N. Drug 2: C(CCl)NC(=O)N(CCCl)N=O. Cell line: NCI-H460. Synergy scores: CSS=5.63, Synergy_ZIP=-2.82, Synergy_Bliss=-1.72, Synergy_Loewe=-0.901, Synergy_HSA=-0.959.